The task is: Predict the reaction yield, written as a fraction of the theoretical maximum amount of product (1.0 means a 100% yield; for example, 0.34 means a 34% yield).. This data is from Reaction yield outcomes from USPTO patents with 853,638 reactions. The product is [Cl:17][C:16]([Cl:19])([Cl:18])[CH:12]([C:11]1[CH:14]=[CH:15][C:8]([C:6]2[O:7][C:3]([CH2:1][CH3:2])=[N:4][N:5]=2)=[CH:9][CH:10]=1)[OH:13]. The catalyst is CN(C=O)C.CO. The yield is 0.800. The reactants are [CH2:1]([C:3]1[O:7][C:6]([C:8]2[CH:15]=[CH:14][C:11]([CH:12]=[O:13])=[CH:10][CH:9]=2)=[N:5][N:4]=1)[CH3:2].[CH:16]([Cl:19])([Cl:18])[Cl:17].[OH-].[K+].